This data is from Reaction yield outcomes from USPTO patents with 853,638 reactions. The task is: Predict the reaction yield, written as a fraction of the theoretical maximum amount of product (1.0 means a 100% yield; for example, 0.34 means a 34% yield). (1) The reactants are Cl.[O:2]=[C:3]1[NH:12][C:11]2[N:10]=[CH:9][C:8](/[CH:13]=[CH:14]/[C:15]([OH:17])=O)=[CH:7][C:6]=2[CH2:5][CH2:4]1.Cl.[NH:19]1[CH2:23][CH2:22][CH:21]([O:24][C:25]2[CH:26]=[N:27][CH:28]=[CH:29][CH:30]=2)[CH2:20]1.CCN(C(C)C)C(C)C.CN(C(ON1N=NC2C=CC=NC1=2)=[N+](C)C)C.F[P-](F)(F)(F)(F)F. The catalyst is CN(C=O)C. The product is [O:17]=[C:15]([N:19]1[CH2:23][CH2:22][CH:21]([O:24][C:25]2[CH:26]=[N:27][CH:28]=[CH:29][CH:30]=2)[CH2:20]1)/[CH:14]=[CH:13]/[C:8]1[CH:7]=[C:6]2[C:11](=[N:10][CH:9]=1)[NH:12][C:3](=[O:2])[CH2:4][CH2:5]2. The yield is 0.130. (2) The reactants are [NH2:1][C:2]1[CH:3]=[C:4]2[C:8](=[CH:9][CH:10]=1)[NH:7][CH:6]=[C:5]2[CH:11]1[CH2:15][CH2:14][CH:13]([N:16]([CH2:24][CH3:25])[C:17](=[O:23])[O:18][C:19]([CH3:22])([CH3:21])[CH3:20])[CH2:12]1.I.[S:27]1[CH:31]=[CH:30][CH:29]=[C:28]1[C:32](SC)=[NH:33]. The catalyst is CCO. The product is [CH2:24]([N:16]([CH:13]1[CH2:14][CH2:15][CH:11]([C:5]2[C:4]3[C:8](=[CH:9][CH:10]=[C:2]([NH:1][C:32]([C:28]4[S:27][CH:31]=[CH:30][CH:29]=4)=[NH:33])[CH:3]=3)[NH:7][CH:6]=2)[CH2:12]1)[C:17](=[O:23])[O:18][C:19]([CH3:20])([CH3:21])[CH3:22])[CH3:25]. The yield is 0.800. (3) The reactants are [Cl:1][C:2]1[CH:7]=[C:6]([O:8][C:9]2[C:15]([F:16])=[CH:14][C:12]([NH2:13])=[C:11]([F:17])[CH:10]=2)[CH:5]=[CH:4][N:3]=1.CCN(CC)CC.[F:25][C:26]1[CH:31]=[CH:30][C:29]([N:32]2[CH:37]=[CH:36][CH:35]=[C:34]([C:38](Cl)=[O:39])[C:33]2=[O:41])=[CH:28][CH:27]=1. The catalyst is C1COCC1. The product is [Cl:1][C:2]1[CH:7]=[C:6]([O:8][C:9]2[C:15]([F:16])=[CH:14][C:12]([NH:13][C:38]([C:34]3[C:33](=[O:41])[N:32]([C:29]4[CH:28]=[CH:27][C:26]([F:25])=[CH:31][CH:30]=4)[CH:37]=[CH:36][CH:35]=3)=[O:39])=[C:11]([F:17])[CH:10]=2)[CH:5]=[CH:4][N:3]=1. The yield is 0.380. (4) No catalyst specified. The product is [CH:1]1([CH:7]([NH:20][C:21]2[CH:22]=[CH:23][C:24]([C:25]([N:31]([CH3:30])[CH2:32][CH2:33][C:34]([OH:36])=[O:35])=[O:26])=[CH:28][CH:29]=2)[C:8]2[CH:12]=[C:11]([CH:13]([CH2:16][CH3:17])[CH2:14][CH3:15])[S:10][C:9]=2[CH2:18][CH3:19])[CH2:2][CH2:3][CH2:4][CH2:5][CH2:6]1. The reactants are [CH:1]1([CH:7]([NH:20][C:21]2[CH:29]=[CH:28][C:24]([C:25](O)=[O:26])=[CH:23][CH:22]=2)[C:8]2[CH:12]=[C:11]([CH:13]([CH2:16][CH3:17])[CH2:14][CH3:15])[S:10][C:9]=2[CH2:18][CH3:19])[CH2:6][CH2:5][CH2:4][CH2:3][CH2:2]1.[CH3:30][NH:31][CH2:32][CH2:33][C:34]([O:36]CC)=[O:35]. The yield is 0.620. (5) The yield is 0.940. The catalyst is C(Cl)Cl. The reactants are [F:1][C:2]1[CH:3]=[C:4]([CH:12]([C:14]2[CH:19]=[CH:18][C:17]([F:20])=[CH:16][CH:15]=2)[NH2:13])[CH:5]=[C:6]([C:8]([F:11])([F:10])[F:9])[CH:7]=1.[CH:21](OC(=O)C)=[O:22].C(OC(=O)C)(=O)C.C(O)=O. The product is [F:1][C:2]1[CH:3]=[C:4]([CH:12]([C:14]2[CH:19]=[CH:18][C:17]([F:20])=[CH:16][CH:15]=2)[NH:13][CH:21]=[O:22])[CH:5]=[C:6]([C:8]([F:10])([F:11])[F:9])[CH:7]=1. (6) The reactants are [C:1]([O:5][CH2:6][C:7]1[CH:12]=[CH:11][CH:10]=[C:9]([C:13]([F:16])([F:15])[F:14])[CH:8]=1)(=[O:4])[CH:2]=[CH2:3].[N:17]1[CH:22]=[CH:21][CH:20]=[C:19]([CH:23]=[O:24])[CH:18]=1.N12CCN(CC1)CC2. The yield is 0.520. The product is [OH:24][CH:23]([C:19]1[CH:18]=[N:17][CH:22]=[CH:21][CH:20]=1)[C:2](=[CH2:3])[C:1]([O:5][CH2:6][C:7]1[CH:12]=[CH:11][CH:10]=[C:9]([C:13]([F:14])([F:15])[F:16])[CH:8]=1)=[O:4]. No catalyst specified.